From a dataset of Reaction yield outcomes from USPTO patents with 853,638 reactions. Predict the reaction yield, written as a fraction of the theoretical maximum amount of product (1.0 means a 100% yield; for example, 0.34 means a 34% yield). (1) The product is [C:1]([N:15]([CH2:14][CH2:13][CH2:12][CH2:11][CH2:10][CH2:9][N:8]([O:7][CH3:6])[C:18](=[O:21])[CH:24]=[CH2:25])[O:16][CH3:17])(=[O:4])[CH:2]=[CH2:3]. No catalyst specified. The yield is 0.790. The reactants are [C:1](Cl)(=[O:4])[CH:2]=[CH2:3].[CH3:6][O:7][NH:8][CH2:9][CH2:10][CH2:11][CH2:12][CH2:13][CH2:14][NH:15][O:16][CH3:17].[C:18]([O-:21])([O-])=O.[Na+].[Na+].[CH2:24](OCC)[CH3:25]. (2) The reactants are C1(CBr)CC1.[Cl:6][C:7]1[CH:14]=[CH:13][C:10]([CH2:11]Cl)=[CH:9][CH:8]=1.[CH3:15][C:16]1[N:17]=[C:18]([N:26]2[CH2:30][CH2:29][NH:28][C:27]2=[O:31])[S:19][C:20]=1[C:21]([O:23][CH2:24][CH3:25])=[O:22]. No catalyst specified. The product is [Cl:6][C:7]1[CH:14]=[CH:13][C:10]([CH2:11][N:28]2[CH2:29][CH2:30][N:26]([C:18]3[S:19][C:20]([C:21]([O:23][CH2:24][CH3:25])=[O:22])=[C:16]([CH3:15])[N:17]=3)[C:27]2=[O:31])=[CH:9][CH:8]=1. The yield is 0.840. (3) The reactants are [OH:1][C:2]1[CH:3]=[C:4]([CH:8]=[CH:9][C:10]=1[OH:11])[C:5]([OH:7])=O.[CH3:12][CH2:13][CH2:14][CH:15]([NH2:19])[CH2:16][CH2:17][CH3:18]. No catalyst specified. The product is [CH3:12][CH2:13][CH2:14][CH:15]([NH:19][C:5](=[O:7])[C:4]1[CH:8]=[CH:9][C:10]([OH:11])=[C:2]([OH:1])[CH:3]=1)[CH2:16][CH2:17][CH3:18]. The yield is 0.250.